Dataset: Forward reaction prediction with 1.9M reactions from USPTO patents (1976-2016). Task: Predict the product of the given reaction. (1) Given the reactants Br[C:2]1[CH:13]=[CH:12][C:5]2[O:6][CH2:7][C:8](=[O:11])[N:9]([CH3:10])[C:4]=2[CH:3]=1.[CH3:14][C:15]1([CH3:31])[C:19]([CH3:21])([CH3:20])[O:18][B:17]([B:17]2[O:18][C:19]([CH3:21])([CH3:20])[C:15]([CH3:31])([CH3:14])[O:16]2)[O:16]1.C([O-])(=O)C.[K+], predict the reaction product. The product is: [CH3:10][N:9]1[C:8](=[O:11])[CH2:7][O:6][C:5]2[CH:12]=[CH:13][C:2]([B:17]3[O:18][C:19]([CH3:21])([CH3:20])[C:15]([CH3:31])([CH3:14])[O:16]3)=[CH:3][C:4]1=2. (2) Given the reactants [CH2:1]([N:3]([CH3:25])[C:4]1[CH:9]=[C:8]([C:10]([N:12]2[CH2:17][CH2:16][CH2:15][CH:14]([C:18]3[CH:23]=[CH:22][C:21]([CH3:24])=[CH:20][CH:19]=3)[CH2:13]2)=[O:11])[CH:7]=[CH:6][N:5]=1)[CH3:2].F[C:27]1C=C(C(N2CCCC(C3C=CC(C)=CC=3)C2)=O)C=CN=1.CNCCC, predict the reaction product. The product is: [CH3:25][N:3]([CH2:1][CH2:2][CH3:27])[C:4]1[CH:9]=[C:8]([C:10]([N:12]2[CH2:17][CH2:16][CH2:15][CH:14]([C:18]3[CH:19]=[CH:20][C:21]([CH3:24])=[CH:22][CH:23]=3)[CH2:13]2)=[O:11])[CH:7]=[CH:6][N:5]=1.